From a dataset of Forward reaction prediction with 1.9M reactions from USPTO patents (1976-2016). Predict the product of the given reaction. (1) Given the reactants [CH3:1][O:2][C:3]1[CH:8]=[CH:7][C:6]([C:9]2[N:10]=[C:11]([S:28][CH2:29][C:30]3[CH:35]=[CH:34][N:33]=[CH:32][CH:31]=3)[N:12]([CH2:22][C:23]([O:25]CC)=[O:24])[C:13]=2[C:14]2[CH:19]=[CH:18][C:17]([O:20][CH3:21])=[CH:16][CH:15]=2)=[CH:5][CH:4]=1.[OH-].[Na+], predict the reaction product. The product is: [CH3:1][O:2][C:3]1[CH:4]=[CH:5][C:6]([C:9]2[N:10]=[C:11]([S:28][CH2:29][C:30]3[CH:31]=[CH:32][N:33]=[CH:34][CH:35]=3)[N:12]([CH2:22][C:23]([OH:25])=[O:24])[C:13]=2[C:14]2[CH:15]=[CH:16][C:17]([O:20][CH3:21])=[CH:18][CH:19]=2)=[CH:7][CH:8]=1. (2) Given the reactants Br[C:2]1[CH:3]=[C:4]([CH:9]=[CH:10][CH:11]=1)[C:5]([O:7][CH3:8])=[O:6].C1(P(C2CCCCC2)C2C=CC=CC=2C2C=CC=CC=2N(C)C)CCCCC1.[O-]P([O-])([O-])=O.[K+].[K+].[K+].[CH3:48][N:49]([CH3:55])[C@H:50]1[CH2:54][CH2:53][NH:52][CH2:51]1, predict the reaction product. The product is: [CH3:48][N:49]([CH3:55])[C@H:50]1[CH2:54][CH2:53][N:52]([C:2]2[CH:3]=[C:4]([CH:9]=[CH:10][CH:11]=2)[C:5]([O:7][CH3:8])=[O:6])[CH2:51]1. (3) The product is: [ClH:1].[ClH:39].[Cl:1][C:2]1[CH:7]=[CH:6][C:5]([CH:8]([CH2:9][NH:10][CH:18]([CH3:20])[CH3:19])[C:21]([N:23]2[CH2:24][CH2:25][N:26]([C:29]3[C:30]4[CH2:37][CH2:36][CH:35]([OH:38])[C:31]=4[N:32]=[CH:33][N:34]=3)[CH2:27][CH2:28]2)=[O:22])=[CH:4][CH:3]=1. Given the reactants [Cl:1][C:2]1[CH:7]=[CH:6][C:5]([CH:8]([C:21]([N:23]2[CH2:28][CH2:27][N:26]([C:29]3[C:30]4[CH2:37][CH2:36][CH:35]([OH:38])[C:31]=4[N:32]=[CH:33][N:34]=3)[CH2:25][CH2:24]2)=[O:22])[CH2:9][N:10]([CH:18]([CH3:20])[CH3:19])C(=O)OC(C)(C)C)=[CH:4][CH:3]=1.[ClH:39], predict the reaction product. (4) Given the reactants ClC1[C:3]([C:18]#[N:19])=[N:4][CH:5]=[C:6]([C:8]#[C:9][C:10]2[CH:15]=[CH:14][C:13]([CH3:16])=[CH:12][C:11]=2C)C=1.CC1C=CC(B2OC(C)(C)C(C)(C)O2)=C([NH:27]C(=O)OC(C)(C)C)C=1, predict the reaction product. The product is: [CH3:16][C:13]1[CH:14]=[CH:15][C:10]2=[C:9]3[C:3](=[C:18]([NH2:19])[N:27]=[C:11]2[CH:12]=1)[N:4]=[CH:5][CH:6]=[CH:8]3. (5) Given the reactants F[C:2]1[CH:7]=[CH:6][C:5]([C:8]2[O:9][C:10]([C:13]3[C:14]([C:19]4[CH:24]=[CH:23][CH:22]=[CH:21][CH:20]=4)=[N:15][O:16][C:17]=3[CH3:18])=[N:11][N:12]=2)=[C:4](OC)[CH:3]=1.[CH3:27][CH:28]1[O:33][CH:32]([CH3:34])[CH2:31][NH:30][CH2:29]1, predict the reaction product. The product is: [CH3:34][CH:32]1[O:33][CH:28]([CH3:27])[CH2:29][N:30]([C:2]2[CH:3]=[CH:4][C:5]([C:8]3[O:9][C:10]([C:13]4[C:14]([C:19]5[CH:24]=[CH:23][CH:22]=[CH:21][CH:20]=5)=[N:15][O:16][C:17]=4[CH3:18])=[N:11][N:12]=3)=[CH:6][CH:7]=2)[CH2:31]1. (6) Given the reactants [CH3:1][Si:2]([C:5]#[C:6][C:7]1[CH:11]=[CH:10][O:9][CH:8]=1)([CH3:4])[CH3:3].[I-].[Mg+2].[I-].[CH3:15][C:16]1[CH:21]=[C:20]([CH3:22])[CH:19]=[C:18]([CH3:23])[C:17]=1[CH:24]1[C:28](=[O:29])[CH:27]=[CH:26][C:25]1=[O:30], predict the reaction product. The product is: [CH3:15][C:16]1[CH:21]=[C:20]([CH3:22])[CH:19]=[C:18]([CH3:23])[C:17]=1[CH:24]1[C:25](=[O:30])[CH:26]2[CH:27]([CH:10]3[O:9][CH:8]2[CH:7]([C:6]#[C:5][Si:2]([CH3:3])([CH3:4])[CH3:1])[CH2:11]3)[C:28]1=[O:29].